From a dataset of Forward reaction prediction with 1.9M reactions from USPTO patents (1976-2016). Predict the product of the given reaction. (1) Given the reactants Br[C:2]1[C:3](=[O:32])[N:4]([CH2:24][CH2:25][C:26]2[CH:31]=[CH:30][CH:29]=[CH:28][CH:27]=2)[C:5]([C:9]2[CH:14]=[CH:13][CH:12]=[C:11]([F:15])[C:10]=2[O:16][CH2:17][C:18]2[CH:23]=[CH:22][CH:21]=[CH:20][CH:19]=2)=[N:6][C:7]=1[CH3:8].Br[C:34]1[S:35][C:36]2[CH:43]=[CH:42][C:41]([Cl:44])=[CH:40][C:37]=2[C:38]=1[CH3:39].C[Sn](C)(C)[Sn](C)(C)C, predict the reaction product. The product is: [Cl:44][C:41]1[CH:42]=[CH:43][C:36]2[S:35][C:34]([C:2]3[C:3](=[O:32])[N:4]([CH2:24][CH2:25][C:26]4[CH:31]=[CH:30][CH:29]=[CH:28][CH:27]=4)[C:5]([C:9]4[CH:14]=[CH:13][CH:12]=[C:11]([F:15])[C:10]=4[O:16][CH2:17][C:18]4[CH:23]=[CH:22][CH:21]=[CH:20][CH:19]=4)=[N:6][C:7]=3[CH3:8])=[C:38]([CH3:39])[C:37]=2[CH:40]=1. (2) Given the reactants [Br:1][C:2]1[C:3]([Cl:9])=[N:4][CH:5]=[C:6]([CH3:8])[CH:7]=1.[Br:10]N1C(=O)CCC1=O.C(OOC(=O)C1C=CC=CC=1)(=O)C1C=CC=CC=1, predict the reaction product. The product is: [Br:1][C:2]1[C:3]([Cl:9])=[N:4][CH:5]=[C:6]([CH2:8][Br:10])[CH:7]=1. (3) Given the reactants C([O:8][C:9]1[C:14]2[CH:15]=[C:16]([C:18]3[N:19]=[C:20]4[N:24]([CH:25]=3)[N:23]=[C:22]([C@@H:26]([F:28])[CH3:27])[S:21]4)[O:17][C:13]=2[CH:12]=[C:11]([O:29][CH3:30])[CH:10]=1)C1C=CC=CC=1.CC1C(C)=C(C)C(C)=C(C)C=1.ClCCl.B(Cl)(Cl)Cl, predict the reaction product. The product is: [F:28][C@H:26]([C:22]1[S:21][C:20]2=[N:19][C:18]([C:16]3[O:17][C:13]4[C:14](=[C:9]([OH:8])[CH:10]=[C:11]([O:29][CH3:30])[CH:12]=4)[CH:15]=3)=[CH:25][N:24]2[N:23]=1)[CH3:27]. (4) Given the reactants Br[C:2]1[CH:7]=[CH:6][C:5]([C:8]2([CH3:13])[O:12][CH2:11][CH2:10][O:9]2)=[CH:4][N:3]=1.[Li]CCCC.[CH3:19][N:20]1[CH2:25][CH2:24][C:23](=[O:26])[CH2:22][CH2:21]1, predict the reaction product. The product is: [CH3:19][N:20]1[CH2:25][CH2:24][C:23]([C:2]2[CH:7]=[CH:6][C:5]([C:8]3([CH3:13])[O:12][CH2:11][CH2:10][O:9]3)=[CH:4][N:3]=2)([OH:26])[CH2:22][CH2:21]1. (5) Given the reactants [Cl:1][C:2]1[N:3]=[N:4][C:5]([Cl:9])=[C:6](Cl)[N:7]=1.[F:10][C:11]1[CH:12]=[C:13]([SH:21])[CH:14]=[C:15]([C:17]([F:20])([F:19])[F:18])[CH:16]=1.C(=O)([O-])[O-].[Na+].[Na+], predict the reaction product. The product is: [Cl:1][C:2]1[N:3]=[N:4][C:5]([Cl:9])=[C:6]([S:21][C:13]2[CH:14]=[C:15]([C:17]([F:18])([F:19])[F:20])[CH:16]=[C:11]([F:10])[CH:12]=2)[N:7]=1. (6) Given the reactants [N+:1]([C:4]1[CH:5]=[C:6]([NH:13][C:14](=[O:27])[C:15]2[CH:20]=[CH:19][C:18]([N:21]3[CH2:26][CH2:25][NH:24][CH2:23][CH2:22]3)=[CH:17][CH:16]=2)[CH:7]=[CH:8][C:9]=1[N+:10]([O-])=O)([O-])=O.C[N:29]1[CH2:34][CH2:33][N:32]([C:35]2[CH:40]=[CH:39][C:38]([NH:41][C:42]([C:44]3[CH:51]=[CH:50][C:47]([CH:48]=O)=[CH:46][CH:45]=3)=[O:43])=[CH:37][CH:36]=2)[CH2:31][CH2:30]1, predict the reaction product. The product is: [N:21]1([C:18]2[CH:19]=[CH:20][C:15]([C:14]([NH:13][C:6]3[CH:7]=[CH:8][C:9]4[NH:10][C:48]([C:47]5[CH:50]=[CH:51][C:44]([C:42](=[O:43])[NH:41][C:38]6[CH:39]=[CH:40][C:35]([N:32]7[CH2:31][CH2:30][NH:29][CH2:34][CH2:33]7)=[CH:36][CH:37]=6)=[CH:45][CH:46]=5)=[N:1][C:4]=4[CH:5]=3)=[O:27])=[CH:16][CH:17]=2)[CH2:26][CH2:25][NH:24][CH2:23][CH2:22]1. (7) Given the reactants [NH:1]1[CH2:6][CH2:5][CH2:4][CH:3]([C:7]([OH:9])=[O:8])[CH2:2]1.[OH-].[Na+].[C:12](O[C:12]([O:14][C:15]([CH3:18])([CH3:17])[CH3:16])=[O:13])([O:14][C:15]([CH3:18])([CH3:17])[CH3:16])=[O:13], predict the reaction product. The product is: [C:15]([O:14][C:12]([N:1]1[CH2:6][CH2:5][CH2:4][CH:3]([C:7]([OH:9])=[O:8])[CH2:2]1)=[O:13])([CH3:18])([CH3:17])[CH3:16]. (8) Given the reactants [F:1][C:2]1[CH:7]=[C:6]([OH:8])[CH:5]=[CH:4][C:3]=1[CH2:9][C:10]([N:12]1[CH2:17][CH2:16][O:15][CH2:14][CH2:13]1)=[S:11].[CH:18]([C:21]1[N:25]=[C:24]([N:26]2[CH2:31][CH2:30][CH:29]([CH2:32][CH2:33][CH2:34]O)[CH2:28][CH2:27]2)[O:23][N:22]=1)([CH3:20])[CH3:19], predict the reaction product. The product is: [F:1][C:2]1[CH:7]=[C:6]([O:8][CH2:34][CH2:33][CH2:32][CH:29]2[CH2:30][CH2:31][N:26]([C:24]3[O:23][N:22]=[C:21]([CH:18]([CH3:19])[CH3:20])[N:25]=3)[CH2:27][CH2:28]2)[CH:5]=[CH:4][C:3]=1[CH2:9][C:10]([N:12]1[CH2:13][CH2:14][O:15][CH2:16][CH2:17]1)=[S:11]. (9) Given the reactants [S:1]1[C:5]2[CH:6]=[CH:7][CH:8]=[CH:9][C:4]=2[N:3]=[C:2]1[NH:10][C:11]([C:13]1[CH:14]=[CH:15][CH:16]=[C:17]2[C:22]=1[CH2:21][N:20]([C:23]1[S:24][C:25]([Br:33])=[C:26]([C:28]([O:30][CH2:31][CH3:32])=[O:29])[N:27]=1)[CH2:19][CH2:18]2)=[O:12].[CH3:34][Si:35]([CH2:38][CH2:39][O:40][CH2:41]Cl)([CH3:37])[CH3:36], predict the reaction product. The product is: [S:1]1[C:5]2[CH:6]=[CH:7][CH:8]=[CH:9][C:4]=2[N:3]=[C:2]1[N:10]([CH2:41][O:40][CH2:39][CH2:38][Si:35]([CH3:37])([CH3:36])[CH3:34])[C:11]([C:13]1[CH:14]=[CH:15][CH:16]=[C:17]2[C:22]=1[CH2:21][N:20]([C:23]1[S:24][C:25]([Br:33])=[C:26]([C:28]([O:30][CH2:31][CH3:32])=[O:29])[N:27]=1)[CH2:19][CH2:18]2)=[O:12].